This data is from Reaction yield outcomes from USPTO patents with 853,638 reactions. The task is: Predict the reaction yield, written as a fraction of the theoretical maximum amount of product (1.0 means a 100% yield; for example, 0.34 means a 34% yield). (1) The catalyst is C(O)CCC. The yield is 0.690. The product is [Cl:28][C:24]1[CH:23]=[C:22]([CH:18]([NH:17][C:2]2[NH:3][C:4](=[O:16])[C:5]3[C:6](=[C:8]([CH:11]4[CH2:15][CH2:14][CH2:13][CH2:12]4)[O:9][N:10]=3)[N:7]=2)[CH2:19][CH2:20][OH:21])[CH:27]=[CH:26][CH:25]=1. The reactants are Cl[C:2]1[NH:7][C:6]2=[C:8]([CH:11]3[CH2:15][CH2:14][CH2:13][CH2:12]3)[O:9][N:10]=[C:5]2[C:4](=[O:16])[N:3]=1.[NH2:17][CH:18]([C:22]1[CH:27]=[CH:26][CH:25]=[C:24]([Cl:28])[CH:23]=1)[CH2:19][CH2:20][OH:21].CCN(C(C)C)C(C)C. (2) The reactants are Cl[CH:2]([C:8](=O)[C:9]1[CH:14]=[CH:13][CH:12]=[CH:11][CH:10]=1)[C:3]([O:5][CH2:6][CH3:7])=[O:4].[NH2:16][C:17]([NH2:19])=[S:18].CCOC(C)=O. The catalyst is CCO. The product is [NH2:19][C:17]1[S:18][C:2]([C:3]([O:5][CH2:6][CH3:7])=[O:4])=[C:8]([C:9]2[CH:14]=[CH:13][CH:12]=[CH:11][CH:10]=2)[N:16]=1. The yield is 0.890. (3) The reactants are C(O)CC.Cl.[CH2:6]([O:8][NH2:9])[CH3:7].[CH3:10][N:11]1[C:15]([C:16]([C:18]2[CH:23]=[CH:22][CH:21]=[CH:20][C:19]=2[CH2:24][O:25][C:26]2[CH:31]=[C:30]([CH3:32])[CH:29]=[CH:28][C:27]=2[CH3:33])=O)=[CH:14][CH:13]=[N:12]1. The catalyst is O. The product is [CH2:6]([O:8][N:9]=[C:16]([C:15]1[N:11]([CH3:10])[N:12]=[CH:13][CH:14]=1)[C:18]1[CH:23]=[CH:22][CH:21]=[CH:20][C:19]=1[CH2:24][O:25][C:26]1[CH:31]=[C:30]([CH3:32])[CH:29]=[CH:28][C:27]=1[CH3:33])[CH3:7]. The yield is 0.459. (4) The reactants are [Br:1][C:2]1[CH:3]=[C:4]2[C:9](=[CH:10][C:11]=1[O:12]C)[N:8]=[C:7]([NH:14][C:15]1[CH:26]=[CH:25][C:18]([C:19]([NH:21][CH:22]([CH3:24])[CH3:23])=[O:20])=[CH:17][CH:16]=1)[N:6]=[CH:5]2.C[S-].[Na+]. The catalyst is CN(C=O)C. The product is [Br:1][C:2]1[CH:3]=[C:4]2[C:9](=[CH:10][C:11]=1[OH:12])[N:8]=[C:7]([NH:14][C:15]1[CH:16]=[CH:17][C:18]([C:19]([NH:21][CH:22]([CH3:23])[CH3:24])=[O:20])=[CH:25][CH:26]=1)[N:6]=[CH:5]2. The yield is 0.900. (5) The product is [C:31]1([CH:7]([C:1]2[CH:2]=[CH:3][CH:4]=[CH:5][CH:6]=2)[N:8]2[C:16]3[C:11](=[C:12]([F:17])[CH:13]=[CH:14][CH:15]=3)[CH:10]([C:18]3[C:27]([OH:28])=[CH:26][C:21]4[O:22][CH2:23][CH2:24][O:25][C:20]=4[CH:19]=3)[C:9]2=[O:30])[CH:32]=[CH:33][CH:34]=[CH:35][CH:36]=1. The reactants are [C:1]1([CH:7]([C:31]2[CH:36]=[CH:35][CH:34]=[CH:33][CH:32]=2)[N:8]2[C:16]3[C:11](=[C:12]([F:17])[CH:13]=[CH:14][CH:15]=3)[C:10](O)([C:18]3[C:27]([OH:28])=[CH:26][C:21]4[O:22][CH2:23][CH2:24][O:25][C:20]=4[CH:19]=3)[C:9]2=[O:30])[CH:6]=[CH:5][CH:4]=[CH:3][CH:2]=1.FC(F)(F)C(O)=O.C([SiH](CC)CC)C. The yield is 0.920. The catalyst is ClCCl. (6) The reactants are C(OC([NH:11][CH2:12][C:13]1[S:14][CH:15]=[C:16]([C:18]([O:20][CH2:21][CH3:22])=[O:19])[N:17]=1)=O)C1C=CC=CC=1. The catalyst is C(O)(=O)C.Br. The product is [NH2:11][CH2:12][C:13]1[S:14][CH:15]=[C:16]([C:18]([O:20][CH2:21][CH3:22])=[O:19])[N:17]=1. The yield is 0.400. (7) The reactants are [CH3:1][O:2][C:3](=[O:14])[C:4]1[CH:9]=[C:8]([CH2:10][OH:11])[CH:7]=[C:6]([C:12]#[N:13])[CH:5]=1.[Cr](Cl)([O-])(=O)=O.[NH+]1C=CC=CC=1. The catalyst is ClCCl.CCOCC. The product is [CH3:1][O:2][C:3](=[O:14])[C:4]1[CH:9]=[C:8]([CH:10]=[O:11])[CH:7]=[C:6]([C:12]#[N:13])[CH:5]=1. The yield is 0.880. (8) The reactants are [C:1]([C:5]1[CH:6]=[C:7]([CH:10]=[C:11]([C:14]([CH3:17])([CH3:16])[CH3:15])[C:12]=1[OH:13])[CH:8]=O)([CH3:4])([CH3:3])[CH3:2].[F:18][C:19]([F:30])([F:29])[C:20]1[CH:25]=[CH:24][C:23]([CH2:26][C:27]#[N:28])=[CH:22][CH:21]=1. No catalyst specified. The product is [C:1]([C:5]1[CH:6]=[C:7]([CH:8]=[C:26]([C:23]2[CH:22]=[CH:21][C:20]([C:19]([F:18])([F:29])[F:30])=[CH:25][CH:24]=2)[C:27]#[N:28])[CH:10]=[C:11]([C:14]([CH3:17])([CH3:16])[CH3:15])[C:12]=1[OH:13])([CH3:4])([CH3:3])[CH3:2]. The yield is 0.310. (9) The reactants are [C:1]([O:5][C:6]1[CH:14]=[C:13]2[C:9]([CH:10]=[C:11]([C:15]([CH3:18])([CH3:17])[CH3:16])[NH:12]2)=[CH:8][C:7]=1[N+:19]([O-])=O)([CH3:4])([CH3:3])[CH3:2]. The catalyst is CO.[Ni]. The product is [C:1]([O:5][C:6]1[CH:14]=[C:13]2[C:9]([CH:10]=[C:11]([C:15]([CH3:18])([CH3:17])[CH3:16])[NH:12]2)=[CH:8][C:7]=1[NH2:19])([CH3:4])([CH3:3])[CH3:2]. The yield is 0.320.